Dataset: Peptide-MHC class I binding affinity with 185,985 pairs from IEDB/IMGT. Task: Regression. Given a peptide amino acid sequence and an MHC pseudo amino acid sequence, predict their binding affinity value. This is MHC class I binding data. The peptide sequence is KLWASQIY. The MHC is HLA-A30:02 with pseudo-sequence HLA-A30:02. The binding affinity (normalized) is 0.531.